From a dataset of Reaction yield outcomes from USPTO patents with 853,638 reactions. Predict the reaction yield, written as a fraction of the theoretical maximum amount of product (1.0 means a 100% yield; for example, 0.34 means a 34% yield). The reactants are [H-].[Na+].[NH:3]1[C:11]2[CH:10]=[CH:9][CH:8]=[C:7]([C:12]([O:14][CH3:15])=[O:13])[C:6]=2[CH:5]=[CH:4]1.[Cl:16][C:17]1[CH:22]=[CH:21][C:20]([O:23]COCCOC)=[C:19]([CH2:30]Cl)[CH:18]=1.OS(O)(=O)=O. The yield is 0.880. The catalyst is CN(C=O)C. The product is [Cl:16][C:17]1[CH:22]=[CH:21][C:20]([OH:23])=[C:19]([CH:18]=1)[CH2:30][N:3]1[C:11]2[CH:10]=[CH:9][CH:8]=[C:7]([C:12]([O:14][CH3:15])=[O:13])[C:6]=2[CH:5]=[CH:4]1.